From a dataset of Full USPTO retrosynthesis dataset with 1.9M reactions from patents (1976-2016). Predict the reactants needed to synthesize the given product. (1) Given the product [Cl:1][C:2]1[CH:3]=[C:4]([C:9]([F:12])([F:11])[F:10])[C:5]2[N:6]([C:14]([CH3:18])=[C:15]([CH3:16])[N:8]=2)[N:7]=1, predict the reactants needed to synthesize it. The reactants are: [Cl:1][C:2]1[N:7]=[N:6][C:5]([NH2:8])=[C:4]([C:9]([F:12])([F:11])[F:10])[CH:3]=1.Br[CH:14]([CH3:18])[C:15](=O)[CH3:16].C(=O)([O-])O.[Na+]. (2) Given the product [OH:1][C:2]1[C:7]([N+:18]([O-:20])=[O:19])=[CH:6][C:5]([S:8]([C:9]([F:12])([F:10])[F:11])=[O:14])=[CH:4][N:3]=1, predict the reactants needed to synthesize it. The reactants are: [OH:1][C:2]1[CH:7]=[CH:6][C:5]([S:8][C:9]([F:12])([F:11])[F:10])=[CH:4][N:3]=1.S(=O)(=O)(O)[OH:14].[N+:18]([O-])([OH:20])=[O:19]. (3) Given the product [CH2:11]([O:18][C:19]1[CH:25]=[CH:24][CH:23]=[CH:22][C:20]=1[NH:21][C:4](=[O:6])[C:3]1[CH:7]=[CH:8][N:9]=[CH:10][C:2]=1[F:1])[C:12]1[CH:13]=[CH:14][CH:15]=[CH:16][CH:17]=1, predict the reactants needed to synthesize it. The reactants are: [F:1][C:2]1[CH:10]=[N:9][CH:8]=[CH:7][C:3]=1[C:4]([OH:6])=O.[CH2:11]([O:18][C:19]1[CH:25]=[CH:24][CH:23]=[CH:22][C:20]=1[NH2:21])[C:12]1[CH:17]=[CH:16][CH:15]=[CH:14][CH:13]=1.CSC1C=CC=CC=1OC1C=CC=CC=1N. (4) Given the product [OH:3][CH2:4][C:5]1[CH:6]=[N:7][C:8]([C:11]#[N:12])=[CH:9][CH:10]=1, predict the reactants needed to synthesize it. The reactants are: C([O:3][C:4](=O)[C:5]1[CH:10]=[CH:9][C:8]([C:11]#[N:12])=[N:7][CH:6]=1)C.[BH4-].[Na+]. (5) Given the product [CH3:1][O:2][C:3](=[O:19])[C:4]([CH2:11][C:12]1[CH:13]=[CH:14][C:15]([O:18][CH2:29][CH2:28][N:26]([C:25]([O:24][C:20]([CH3:21])([CH3:23])[CH3:22])=[O:31])[CH3:27])=[CH:16][CH:17]=1)([O:9][CH3:10])[C:5]([O:7][CH3:8])=[O:6], predict the reactants needed to synthesize it. The reactants are: [CH3:1][O:2][C:3](=[O:19])[C:4]([CH2:11][C:12]1[CH:17]=[CH:16][C:15]([OH:18])=[CH:14][CH:13]=1)([O:9][CH3:10])[C:5]([O:7][CH3:8])=[O:6].[C:20]([O:24][C:25](=[O:31])[N:26]([CH2:28][CH2:29]O)[CH3:27])([CH3:23])([CH3:22])[CH3:21].C1(P(C2C=CC=CC=2)C2C=CC=CC=2)C=CC=CC=1.CCOC(/N=N/C(OCC)=O)=O.